Dataset: Peptide-MHC class I binding affinity with 185,985 pairs from IEDB/IMGT. Task: Regression. Given a peptide amino acid sequence and an MHC pseudo amino acid sequence, predict their binding affinity value. This is MHC class I binding data. The peptide sequence is MFMLIFNVK. The MHC is HLA-A31:01 with pseudo-sequence HLA-A31:01. The binding affinity (normalized) is 0.554.